Dataset: Forward reaction prediction with 1.9M reactions from USPTO patents (1976-2016). Task: Predict the product of the given reaction. (1) Given the reactants COC1C=CC(C[N:8](CC2C=CC(OC)=CC=2)[C:9]2[N:14]=[C:13]([C:15]3[C:16]([NH:29][C:30]4[CH:31]=[N:32][C:33]([O:36][CH3:37])=[CH:34][CH:35]=4)=[N:17][CH:18]=[C:19]([C:21]([N:23]4[CH2:28][CH2:27][O:26][CH2:25][CH2:24]4)=[O:22])[CH:20]=3)[N:12]=[C:11]([CH3:38])[N:10]=2)=CC=1.OS(C(F)(F)F)(=O)=O, predict the reaction product. The product is: [CH3:37][O:36][C:33]1[N:32]=[CH:31][C:30]([NH:29][C:16]2[C:15]([C:13]3[N:12]=[C:11]([CH3:38])[N:10]=[C:9]([NH2:8])[N:14]=3)=[CH:20][C:19]([C:21]([N:23]3[CH2:24][CH2:25][O:26][CH2:27][CH2:28]3)=[O:22])=[CH:18][N:17]=2)=[CH:35][CH:34]=1. (2) Given the reactants [C:1]([C:3]1[CH:39]=[CH:38][C:6]([CH2:7][O:8][NH:9][C:10]([C:12]2[CH:17]=[CH:16][CH:15]=[CH:14][C:13]=2[NH:18][CH2:19][C:20]2[CH:25]=[CH:24][N:23]=[C:22]([NH:26][C:27](=[O:37])[NH:28][CH2:29][CH2:30][O:31]C(=O)C(C)=C)[CH:21]=2)=[O:11])=[CH:5][CH:4]=1)#[N:2].[OH-].[Na+].Cl.O, predict the reaction product. The product is: [C:1]([C:3]1[CH:39]=[CH:38][C:6]([CH2:7][O:8][NH:9][C:10](=[O:11])[C:12]2[CH:17]=[CH:16][CH:15]=[CH:14][C:13]=2[NH:18][CH2:19][C:20]2[CH:25]=[CH:24][N:23]=[C:22]([NH:26][C:27]([NH:28][CH2:29][CH2:30][OH:31])=[O:37])[CH:21]=2)=[CH:5][CH:4]=1)#[N:2]. (3) The product is: [Cl:7][C:8]1[C:9]([F:16])=[CH:10][C:11]([I:15])=[C:12]([NH:13][C:28]([C:26]2[CH:25]=[N:24][N:23]([CH:18]3[CH2:19][CH2:20][CH2:21][CH2:22][O:17]3)[CH:27]=2)=[O:29])[CH:14]=1. Given the reactants CC(C)([O-])C.[K+].[Cl:7][C:8]1[C:9]([F:16])=[CH:10][C:11]([I:15])=[C:12]([CH:14]=1)[NH2:13].[O:17]1[CH2:22][CH2:21][CH2:20][CH2:19][CH:18]1[N:23]1[CH:27]=[C:26]([C:28](F)=[O:29])[CH:25]=[N:24]1.C([O-])(O)=O.[Na+], predict the reaction product. (4) Given the reactants [CH2:1]([N:3]1[C:9](=[O:10])[C:8]2[CH:11]=[CH:12][CH:13]=[CH:14][C:7]=2[S:6](=[O:15])[C:5]2[CH:16]=[CH:17][C:18](C(O)=O)=[CH:19][C:4]1=2)[CH3:2].C1(P([N:37]=[N+]=[N-])(C2C=CC=CC=2)=O)C=CC=CC=1.O, predict the reaction product. The product is: [NH2:37][C:18]1[CH:17]=[CH:16][C:5]2[S:6](=[O:15])[C:7]3[CH:14]=[CH:13][CH:12]=[CH:11][C:8]=3[C:9](=[O:10])[N:3]([CH2:1][CH3:2])[C:4]=2[CH:19]=1.